This data is from Reaction yield outcomes from USPTO patents with 853,638 reactions. The task is: Predict the reaction yield, written as a fraction of the theoretical maximum amount of product (1.0 means a 100% yield; for example, 0.34 means a 34% yield). (1) The reactants are Cl.[NH2:2][CH2:3][C:4]1[C:19]([CH3:20])=C[C:7]([C:8]([NH:10][CH2:11][C:12]2[S:16][C:15]([CH3:17])=[N:14][CH:13]=2)=[O:9])=[CH:6][N:5]=1.C([N:23](CC)CC)C.[Cl:28][C:29]1[CH:30]=[C:31]([S:36](Cl)(=[O:38])=[O:37])[CH:32]=[CH:33][C:34]=1[F:35]. The catalyst is ClCCl.O. The product is [Cl:28][C:29]1[CH:30]=[C:31]([S:36]([NH:2][CH2:3][C:4]2[N:5]=[CH:6][C:7]([C:8]([NH:10][CH2:11][C:12]3[S:16][C:15]([CH3:17])=[N:14][CH:13]=3)=[O:9])=[N:23][C:19]=2[CH3:20])(=[O:38])=[O:37])[CH:32]=[CH:33][C:34]=1[F:35]. The yield is 0.0500. (2) The reactants are [NH2:1][C@@H:2]([C:5]([OH:7])=[O:6])[CH2:3][OH:4].[CH:8]1([C:14]([O:16][CH:17]([O:21][C:22](ON2C(=O)CCC2=O)=[O:23])[CH:18]([CH3:20])[CH3:19])=[O:15])[CH2:13][CH2:12][CH2:11][CH2:10][CH2:9]1. The catalyst is C(#N)C.O. The product is [CH:8]1([C:14]([O:16][CH:17]([O:21][C:22]([NH:1][CH:2]([CH2:3][OH:4])[C:5]([OH:7])=[O:6])=[O:23])[CH:18]([CH3:19])[CH3:20])=[O:15])[CH2:9][CH2:10][CH2:11][CH2:12][CH2:13]1. The yield is 0.100. (3) The reactants are Cl.[CH2:2]([O:9][C:10]([N:12]1[CH2:16][CH2:15][CH2:14][CH:13]1[C:17]([O:19][CH2:20][CH3:21])=N)=[O:11])[C:3]1[CH:8]=[CH:7][CH:6]=[CH:5][CH:4]=1.N1C=CC=CC=1.[SH2:28]. The catalyst is C1COCC1. The product is [CH2:2]([O:9][C:10]([N:12]1[CH2:16][CH2:15][CH2:14][CH:13]1[C:17]([O:19][CH2:20][CH3:21])=[S:28])=[O:11])[C:3]1[CH:8]=[CH:7][CH:6]=[CH:5][CH:4]=1. The yield is 0.470. (4) The reactants are [CH:1]([O:4][C:5]1[CH:6]=[C:7]([CH:26]=[C:27]([O:29][C:30]2[CH:35]=[CH:34][C:33]([S:36]([CH3:39])(=[O:38])=[O:37])=[CH:32][CH:31]=2)[CH:28]=1)[C:8]([NH:10][C:11]1[CH:16]=[N:15][C:14]([CH2:17][P:18](=[O:25])([O:22]CC)[O:19]CC)=[CH:13][N:12]=1)=[O:9])([CH3:3])[CH3:2].[Br:40][Si](C)(C)C. The catalyst is C(Cl)Cl. The product is [BrH:40].[CH:1]([O:4][C:5]1[CH:6]=[C:7]([CH:26]=[C:27]([O:29][C:30]2[CH:35]=[CH:34][C:33]([S:36]([CH3:39])(=[O:38])=[O:37])=[CH:32][CH:31]=2)[CH:28]=1)[C:8]([NH:10][C:11]1[N:12]=[CH:13][C:14]([CH2:17][P:18](=[O:19])([OH:22])[OH:25])=[N:15][CH:16]=1)=[O:9])([CH3:3])[CH3:2]. The yield is 0.760. (5) The reactants are [CH3:1][O:2][C:3]1[CH:8]=[CH:7][C:6]([N:9]2[CH2:14][C@@H:13]3[CH2:15][C@H:10]2[CH2:11][O:12]3)=[CH:5][C:4]=1[N+:16]([O-])=O. The catalyst is CO.ClCCl.[Pd]. The product is [CH3:1][O:2][C:3]1[CH:8]=[CH:7][C:6]([N:9]2[CH2:14][C@@H:13]3[CH2:15][C@H:10]2[CH2:11][O:12]3)=[CH:5][C:4]=1[NH2:16]. The yield is 0.980. (6) The reactants are [H-].[Na+].[CH2:3]([NH:6][C:7](=[O:13])[O:8][C:9]([CH3:12])([CH3:11])[CH3:10])[C:4]#[CH:5].[CH2:14](I)[CH3:15]. The catalyst is CN(C=O)C.O. The product is [CH2:14]([N:6]([CH2:3][C:4]#[CH:5])[C:7](=[O:13])[O:8][C:9]([CH3:10])([CH3:12])[CH3:11])[CH3:15]. The yield is 0.470. (7) The reactants are Br[C:2]1[CH:11]=[CH:10][C:5]([C:6]([O:8][CH3:9])=[O:7])=[C:4]([O:12][CH3:13])[CH:3]=1.[C:14]([C:16]1[CH:21]=[CH:20][CH:19]=[CH:18][C:17]=1B(O)O)#[N:15].C(=O)([O-])[O-].[Cs+].[Cs+].C(OCC)(=O)C. The catalyst is O1CCCC1.C1C=CC(P(C2C=CC=CC=2)[C-]2C=CC=C2)=CC=1.C1C=CC(P(C2C=CC=CC=2)[C-]2C=CC=C2)=CC=1.Cl[Pd]Cl.[Fe+2].O. The product is [C:14]([C:16]1[CH:21]=[CH:20][CH:19]=[CH:18][C:17]=1[C:2]1[CH:11]=[CH:10][C:5]([C:6]([O:8][CH3:9])=[O:7])=[C:4]([O:12][CH3:13])[CH:3]=1)#[N:15]. The yield is 0.350. (8) The reactants are Cl[C:2]1[S:3][C:4]2[CH:10]=[CH:9][C:8]([C:11]([O:13][CH3:14])=[O:12])=[C:7]([CH3:15])[C:5]=2[N:6]=1.C[O-:17].[K+]. The catalyst is CN1CCCC1=O. The product is [CH3:15][C:7]1[C:5]2[NH:6][C:2](=[O:17])[S:3][C:4]=2[CH:10]=[CH:9][C:8]=1[C:11]([O:13][CH3:14])=[O:12]. The yield is 0.550. (9) The reactants are C1(P(C2C=CC=CC=2)C2C=CC=CC=2)C=CC=CC=1.BrBr.[NH2:22][C:23]1[N:32]=[C:31]([NH2:33])[C:30]2[C:25](=[N:26][CH:27]=[C:28]([CH2:34]O)[N:29]=2)[N:24]=1.[O-2].[Ba+2].[NH2:38][C:39]1[CH:47]=[CH:46][C:42]([C:43]([OH:45])=[O:44])=[CH:41][CH:40]=1. The catalyst is O.CO.C(Cl)Cl.CC(N(C)C)=O. The product is [CH:41]1[C:42]([C:43]([OH:45])=[O:44])=[CH:46][CH:47]=[C:39]([NH:38][CH2:34][C:28]2[N:29]=[C:30]3[C:31]([NH2:33])=[N:32][C:23]([NH2:22])=[N:24][C:25]3=[N:26][CH:27]=2)[CH:40]=1. The yield is 0.990.